From a dataset of Peptide-MHC class II binding affinity with 134,281 pairs from IEDB. Regression. Given a peptide amino acid sequence and an MHC pseudo amino acid sequence, predict their binding affinity value. This is MHC class II binding data. (1) The MHC is DRB1_0901 with pseudo-sequence DRB1_0901. The peptide sequence is AFKVAATAANAANAN. The binding affinity (normalized) is 0.794. (2) The peptide sequence is PFTVRYTTEGGTKTE. The MHC is HLA-DQA10301-DQB10302 with pseudo-sequence HLA-DQA10301-DQB10302. The binding affinity (normalized) is 0.231.